From a dataset of Full USPTO retrosynthesis dataset with 1.9M reactions from patents (1976-2016). Predict the reactants needed to synthesize the given product. (1) Given the product [CH3:29][NH:1][C:4]1[CH:26]=[CH:25][C:7]([O:8][CH2:9][CH2:10][C:11]2[N:16]=[C:15]([NH:17][C:18](=[O:24])[O:19][C:20]([CH3:23])([CH3:22])[CH3:21])[CH:14]=[CH:13][CH:12]=2)=[CH:6][CH:5]=1, predict the reactants needed to synthesize it. The reactants are: [N+:1]([C:4]1[CH:26]=[CH:25][C:7]([O:8][CH2:9][CH2:10][C:11]2[N:16]=[C:15]([NH:17][C:18](=[O:24])[O:19][C:20]([CH3:23])([CH3:22])[CH3:21])[CH:14]=[CH:13][CH:12]=2)=[CH:6][CH:5]=1)([O-])=O.[H][H].[CH3:29]O. (2) Given the product [Cl:1][C:2]1[C:7]2[NH:8][C:9]([CH:11]3[CH2:12][CH2:13][O:14][CH2:15][CH2:16]3)=[N:10][C:6]=2[CH:5]=[C:4]([O:17][C:23]2[CH:24]=[C:19]([Cl:18])[N:20]=[CH:21][N:22]=2)[CH:3]=1, predict the reactants needed to synthesize it. The reactants are: [Cl:1][C:2]1[C:7]2[NH:8][C:9]([CH:11]3[CH2:16][CH2:15][O:14][CH2:13][CH2:12]3)=[N:10][C:6]=2[CH:5]=[C:4]([OH:17])[CH:3]=1.[Cl:18][C:19]1[CH:24]=[C:23](Cl)[N:22]=[CH:21][N:20]=1.C(=O)([O-])[O-].[K+].[K+].